Task: Predict the product of the given reaction.. Dataset: Forward reaction prediction with 1.9M reactions from USPTO patents (1976-2016) (1) Given the reactants [CH2:1]([O:3][C:4]([C:6]1[CH:7]=[N:8][C:9]2[C:14]([C:15]=1Cl)=[CH:13][CH:12]=[CH:11][CH:10]=2)=[O:5])[CH3:2].[CH:17]1([NH2:22])[CH2:21][CH2:20][CH2:19][CH2:18]1, predict the reaction product. The product is: [CH2:1]([O:3][C:4]([C:6]1[CH:7]=[N:8][C:9]2[C:14]([C:15]=1[NH:22][CH:17]1[CH2:21][CH2:20][CH2:19][CH2:18]1)=[CH:13][CH:12]=[CH:11][CH:10]=2)=[O:5])[CH3:2]. (2) Given the reactants [F:1][C:2]1[C:7]([F:8])=[CH:6][CH:5]=[CH:4][C:3]=1[C:9]1([OH:14])[CH2:13][CH2:12][NH:11][CH2:10]1.C(=O)([O-])[O-].[K+].[K+].Br[CH2:22][CH:23]=[CH2:24], predict the reaction product. The product is: [CH2:24]([N:11]1[CH2:12][CH2:13][C:9]([C:3]2[CH:4]=[CH:5][CH:6]=[C:7]([F:8])[C:2]=2[F:1])([OH:14])[CH2:10]1)[CH:23]=[CH2:22].